From a dataset of Forward reaction prediction with 1.9M reactions from USPTO patents (1976-2016). Predict the product of the given reaction. Given the reactants [CH2:1]([O:3][C:4](=[O:28])[CH:5]=[CH:6][C:7]1[CH:12]=[CH:11][C:10]([CH2:13]NC(=O)C2C=CC(N3CCCC3)=CC=2)=[CH:9][CH:8]=1)[CH3:2].[C:29]1([S:35](CC2C=CC(CO)=CC=2)(=[O:37])=[O:36])[CH:34]=[CH:33][CH:32]=[CH:31][CH:30]=1, predict the reaction product. The product is: [CH2:1]([O:3][C:4](=[O:28])[CH:5]=[CH:6][C:7]1[CH:8]=[CH:9][C:10]([CH2:13][S:35]([C:29]2[CH:34]=[CH:33][CH:32]=[CH:31][CH:30]=2)(=[O:37])=[O:36])=[CH:11][CH:12]=1)[CH3:2].